This data is from Catalyst prediction with 721,799 reactions and 888 catalyst types from USPTO. The task is: Predict which catalyst facilitates the given reaction. (1) Reactant: [F:1][C:2]([F:26])([F:25])[C:3]1[CH:20]=[C:19]([C:21]([F:24])([F:23])[F:22])[CH:18]=[CH:17][C:4]=1[CH2:5][O:6][C:7]1[CH:14]=[CH:13][C:10]([CH:11]=O)=[CH:9][C:8]=1[O:15][CH3:16].[S:27]1[CH2:33][C:31](=[O:32])[NH:30][C:28]1=[S:29].CCO. Product: [F:1][C:2]([F:25])([F:26])[C:3]1[CH:20]=[C:19]([C:21]([F:24])([F:23])[F:22])[CH:18]=[CH:17][C:4]=1[CH2:5][O:6][C:7]1[CH:14]=[CH:13][C:10]([CH:11]=[C:33]2[S:27][C:28](=[S:29])[NH:30][C:31]2=[O:32])=[CH:9][C:8]=1[O:15][CH3:16]. The catalyst class is: 25. (2) Reactant: [CH2:1]([O:3][C:4]([C@@H:6]1[C@@H:10]([CH2:11][CH2:12][C:13]2[CH:18]=[CH:17][CH:16]=[CH:15][CH:14]=2)[CH2:9][N:8](CC2C=CC=CC=2)[CH2:7]1)=[O:5])[CH3:2].C(O[C:31](=[O:37])[O:32][C:33]([CH3:36])([CH3:35])[CH3:34])(C)(C)C. Product: [CH2:1]([O:3][C:4]([C@@H:6]1[C@@H:10]([CH2:11][CH2:12][C:13]2[CH:18]=[CH:17][CH:16]=[CH:15][CH:14]=2)[CH2:9][N:8]([C:31]([O:32][C:33]([CH3:34])([CH3:35])[CH3:36])=[O:37])[CH2:7]1)=[O:5])[CH3:2]. The catalyst class is: 320. (3) Reactant: [CH2:1]([N:8](C)[C:9]([CH3:29])([CH3:28])[CH:10]([C:12]1[CH:17]=[CH:16][C:15]([C@@H:18]([NH:20][C:21](=[O:27])[O:22][C:23]([CH3:26])([CH3:25])[CH3:24])[CH3:19])=[CH:14][CH:13]=1)[OH:11])C1C=CC=CC=1. Product: [C:23]([O:22][C:21](=[O:27])[NH:20][C@H:18]([C:15]1[CH:14]=[CH:13][C:12]([CH:10]([OH:11])[C:9]([CH3:29])([NH:8][CH3:1])[CH3:28])=[CH:17][CH:16]=1)[CH3:19])([CH3:25])([CH3:24])[CH3:26]. The catalyst class is: 19. (4) Reactant: Cl.[CH3:2][O:3][C:4](=[O:9])[C@H:5]([CH2:7][OH:8])[NH2:6].[Cl:10][C:11]1[CH:16]=[CH:15][C:14]([S:17](Cl)(=[O:19])=[O:18])=[CH:13][CH:12]=1. Product: [Cl:10][C:11]1[CH:16]=[CH:15][C:14]([S:17]([NH:6][C@@H:5]([CH2:7][OH:8])[C:4]([O:3][CH3:2])=[O:9])(=[O:19])=[O:18])=[CH:13][CH:12]=1. The catalyst class is: 2. (5) Reactant: [CH3:1][N:2]([CH3:6])[CH2:3][CH2:4][OH:5].[H-].[Na+].[Br:9][C:10]1[CH:15]=[CH:14][CH:13]=[C:12](Br)[N:11]=1. Product: [Br:9][C:10]1[N:11]=[C:12]([O:5][CH2:4][CH2:3][N:2]([CH3:6])[CH3:1])[CH:13]=[CH:14][CH:15]=1. The catalyst class is: 28. (6) Reactant: [C:1]([O:5][C:6]([NH:8][C@@H:9]1[CH2:14][CH2:13][C@H:12]([C:15](O)=[O:16])[CH2:11][CH2:10]1)=[O:7])([CH3:4])([CH3:3])[CH3:2].CN1CCOCC1.ClC(OCC(C)C)=O.[BH4-].[Na+]. Product: [C:1]([O:5][C:6]([NH:8][C@H:9]1[CH2:10][CH2:11][C@@H:12]([CH2:15][OH:16])[CH2:13][CH2:14]1)=[O:7])([CH3:4])([CH3:3])[CH3:2]. The catalyst class is: 36. (7) Reactant: N1C2C(=NC=CC=2)N([O:10][C:11]([C:13]2[C:17]([CH3:18])=[C:16](/[CH:19]=[C:20]3\[C:21](=[O:41])[NH:22][C:23]4[C:28]\3=[CH:27][C:26]([S:29]([CH2:32][C:33]3[C:38]([Cl:39])=[CH:37][CH:36]=[CH:35][C:34]=3[Cl:40])(=[O:31])=[O:30])=[CH:25][CH:24]=4)[NH:15][C:14]=2[CH3:42])=O)N=1.[O:43]1[CH2:47][CH2:46][CH2:45][CH:44]1[CH2:48][NH2:49]. Product: [O:43]1[CH2:47][CH2:46][CH2:45][CH:44]1[CH2:48][NH:49][C:11]([C:13]1[C:17]([CH3:18])=[C:16](/[CH:19]=[C:20]2\[C:21](=[O:41])[NH:22][C:23]3[C:28]\2=[CH:27][C:26]([S:29]([CH2:32][C:33]2[C:38]([Cl:39])=[CH:37][CH:36]=[CH:35][C:34]=2[Cl:40])(=[O:30])=[O:31])=[CH:25][CH:24]=3)[NH:15][C:14]=1[CH3:42])=[O:10]. The catalyst class is: 44.